This data is from Reaction yield outcomes from USPTO patents with 853,638 reactions. The task is: Predict the reaction yield, written as a fraction of the theoretical maximum amount of product (1.0 means a 100% yield; for example, 0.34 means a 34% yield). (1) The yield is 0.820. The product is [NH2:19][C:27]1[N:6]=[C:7]2[N:8]=[C:9]([O:15][CH3:16])[CH:10]=[C:11]([O:13][CH3:14])[N:12]2[N:24]=1. The catalyst is C(O)C. The reactants are C(=NC(=O)O[NH:6][C:7]1[N:12]=[C:11]([O:13][CH3:14])[CH:10]=[C:9]([O:15][CH3:16])[N:8]=1)=S.Cl.[NH2:19]O.C([N:24]([CH:27](C)C)CC)(C)C. (2) The reactants are [Cl:1][C:2]1[CH:18]=[CH:17][C:5]2[CH2:6][CH2:7][N:8]([C:11](=[O:16])[C:12]([F:15])([F:14])[F:13])[CH2:9][CH2:10][C:4]=2[C:3]=1OS(C(F)(F)F)(=O)=O.[CH:27]1([CH2:30][NH:31][C:32]2[N:37]=[CH:36][N:35]=[C:34]([C:38]3[CH:45]=[CH:44][C:41]([CH2:42][NH2:43])=[CH:40][CH:39]=3)[CH:33]=2)[CH2:29][CH2:28]1. No catalyst specified. The product is [Cl:1][C:2]1[CH:18]=[CH:17][C:5]2[CH2:6][CH2:7][N:8]([C:11](=[O:16])[C:12]([F:15])([F:14])[F:13])[CH2:9][CH2:10][C:4]=2[C:3]=1[NH:43][CH2:42][C:41]1[CH:40]=[CH:39][C:38]([C:34]2[CH:33]=[C:32]([NH:31][CH2:30][CH:27]3[CH2:29][CH2:28]3)[N:37]=[CH:36][N:35]=2)=[CH:45][CH:44]=1. The yield is 0.780. (3) The reactants are [O:1]1[C:5]2[CH:6]=[CH:7][CH:8]=[CH:9][C:4]=2[C:3]([CH2:10]C(O)=O)=[N:2]1.Cl[S:15]([OH:18])(=[O:17])=[O:16]. The catalyst is O1CCOCC1. The product is [O:1]1[C:5]2[CH:6]=[CH:7][CH:8]=[CH:9][C:4]=2[C:3]([CH2:10][S:15]([OH:18])(=[O:17])=[O:16])=[N:2]1. The yield is 0.906. (4) The product is [F:1][C:2]1[CH:3]=[C:4]([C:5]2[N:6]=[CH:13][O:8][N:7]=2)[CH:9]=[CH:10][C:11]=1[CH3:12]. The reactants are [F:1][C:2]1[CH:3]=[C:4]([CH:9]=[CH:10][C:11]=1[CH3:12])[C:5](=[N:7][OH:8])[NH2:6].[CH:13](OCC)(OCC)OCC.C(#N)C. The yield is 0.956. The catalyst is FC(F)(F)C(O)=O.O. (5) The reactants are I[C:2]1[CH:3]=[C:4]2[C:8](=[CH:9][CH:10]=1)[NH:7][CH:6]=[CH:5]2.[C-:11]#[N:12].[Na+]. The catalyst is CC#N.CCOC(C)=O.[Cu]I. The product is [C:11]([C:2]1[CH:3]=[C:4]2[C:8](=[CH:9][CH:10]=1)[NH:7][CH:6]=[CH:5]2)#[N:12]. The yield is 0.950. (6) The reactants are [C:1](=[O:6])([O:4]C)[O:2][CH3:3].C[O-].[Na+].[CH2:10]([CH:16]([OH:26])[CH2:17][CH2:18][CH2:19][CH2:20][CH2:21][CH2:22][CH2:23][CH2:24][CH3:25])[CH2:11][CH2:12][CH2:13][CH2:14][CH3:15]. The catalyst is CO. The product is [CH2:10]([CH:16]([OH:26])[CH2:17][CH2:18][CH2:19][CH2:20][CH2:21][CH2:22][CH2:23][CH2:24][CH3:25])[CH2:11][CH2:12][CH2:13][CH2:14][CH3:15].[C:1](=[O:4])([O:2][CH3:3])[O:26][CH:16]([CH2:10][CH2:11][CH2:12][CH2:13][CH2:14][CH3:15])[CH2:17][CH2:18][CH2:19][CH2:20][CH2:21][CH2:22][CH2:23][CH2:24][CH3:25].[C:1](=[O:6])([O-:2])[O:26][C:16]([CH2:17][CH2:16][CH2:10][CH2:11][CH2:12][CH3:13])([CH2:10][CH2:11][CH2:12][CH2:13][CH2:14][CH3:15])[CH2:17][CH2:18][CH2:19][CH2:20][CH2:21][CH2:22][CH2:23][CH2:24][CH3:25]. The yield is 0.0400. (7) The reactants are [NH:1]([C:3]1[CH:18]=[CH:17][C:6]([C:7]([NH:9][CH2:10][CH:11]2[CH2:16][CH2:15][O:14][CH2:13][CH2:12]2)=[O:8])=[CH:5][N:4]=1)[NH2:2].Cl.CN(C)[CH:22]=[C:23]([N:29]1[CH:34]=[CH:33][C:32](=[O:35])[CH:31]=[CH:30]1)[C:24](OCC)=[O:25].C(O)(=O)C. The catalyst is CC(O)C.CS(C)=O. The product is [OH:25][C:24]1[N:1]([C:3]2[CH:18]=[CH:17][C:6]([C:7]([NH:9][CH2:10][CH:11]3[CH2:16][CH2:15][O:14][CH2:13][CH2:12]3)=[O:8])=[CH:5][N:4]=2)[N:2]=[CH:22][C:23]=1[N:29]1[CH:30]=[CH:31][C:32](=[O:35])[CH:33]=[CH:34]1. The yield is 0.266.